From a dataset of Peptide-MHC class II binding affinity with 134,281 pairs from IEDB. Regression. Given a peptide amino acid sequence and an MHC pseudo amino acid sequence, predict their binding affinity value. This is MHC class II binding data. (1) The peptide sequence is PRYISLIPVNVVAD. The MHC is DRB1_0801 with pseudo-sequence DRB1_0801. The binding affinity (normalized) is 0.537. (2) The MHC is HLA-DQA10201-DQB10301 with pseudo-sequence HLA-DQA10201-DQB10301. The peptide sequence is SDQGCSSALGSGPYG. The binding affinity (normalized) is 0.617. (3) The peptide sequence is EQFLGALDLAKKRVH. The MHC is DRB1_1501 with pseudo-sequence DRB1_1501. The binding affinity (normalized) is 0.0446.